Dataset: Forward reaction prediction with 1.9M reactions from USPTO patents (1976-2016). Task: Predict the product of the given reaction. (1) Given the reactants [CH3:1][C:2]1[CH:7]=[CH:6][C:5]([S:8]([O:11][CH2:12][CH:13]2[CH2:17][C:16]3[CH:18]=[CH:19][CH:20]=[C:21](Br)[C:15]=3[O:14]2)(=[O:10])=[O:9])=[CH:4][CH:3]=1.[F:23][C:24]1[C:29]([F:30])=[CH:28][CH:27]=[CH:26][C:25]=1B(O)O, predict the reaction product. The product is: [CH3:1][C:2]1[CH:7]=[CH:6][C:5]([S:8]([O:11][CH2:12][CH:13]2[CH2:17][C:16]3[CH:18]=[CH:19][CH:20]=[C:21]([C:28]4[CH:27]=[CH:26][CH:25]=[C:24]([F:23])[C:29]=4[F:30])[C:15]=3[O:14]2)(=[O:10])=[O:9])=[CH:4][CH:3]=1. (2) Given the reactants [Br:1][C:2]1[N:3]=[C:4]([NH:9][CH2:10][C:11]2[C:16]([F:17])=[CH:15][CH:14]=[C:13]([F:18])[C:12]=2[Cl:19])[C:5]([NH2:8])=[N:6][CH:7]=1.C(N(C(C)C)CC)C.[C:28]([O:32][CH2:33][CH3:34])(=[O:31])[CH:29]=[O:30].O, predict the reaction product. The product is: [CH2:33]([O:32][C:28](=[O:31])[C:29]([NH:8][C:5]1[C:4]([NH:9][CH2:10][C:11]2[C:16]([F:17])=[CH:15][CH:14]=[C:13]([F:18])[C:12]=2[Cl:19])=[N:3][C:2]([Br:1])=[CH:7][N:6]=1)=[O:30])[CH3:34]. (3) Given the reactants [CH3:1][O:2][CH2:3][C:4]1[N:9]=[C:8]([NH:10][C:11](=[O:16])[C:12]([CH3:15])([CH3:14])[CH3:13])[CH:7]=[CH:6][C:5]=1[C:17]1[CH:18]=[C:19]2[C:24](=[C:25]([O:27]COCC[Si](C)(C)C)[CH:26]=1)[N:23]=[CH:22][N:21](COCC[Si](C)(C)C)[C:20]2=[O:44].C(O)=O.O, predict the reaction product. The product is: [OH:27][C:25]1[CH:26]=[C:17]([C:5]2[CH:6]=[CH:7][C:8]([NH:10][C:11](=[O:16])[C:12]([CH3:14])([CH3:13])[CH3:15])=[N:9][C:4]=2[CH2:3][O:2][CH3:1])[CH:18]=[C:19]2[C:24]=1[N:23]=[CH:22][NH:21][C:20]2=[O:44]. (4) Given the reactants [NH2:1][C@@H:2]1[CH2:8][CH2:7][C@@H:6]([C:9]2[CH:14]=[CH:13][CH:12]=[CH:11][CH:10]=2)[CH2:5][N:4]([CH2:15][CH2:16][O:17][CH3:18])[C:3]1=[O:19].C1C([N+]([O-])=O)=CC=C([Cl-][C:30]([O-])=[O:31])C=1.C(N(CC)CC)C.[Cl:40][C:41]1[C:49]2[NH:48][C:47](=[O:50])[N:46]([CH:51]3[CH2:56][CH2:55][NH:54][CH2:53][CH2:52]3)[C:45]=2[CH:44]=[CH:43][CH:42]=1, predict the reaction product. The product is: [Cl:40][C:41]1[C:49]2[NH:48][C:47](=[O:50])[N:46]([CH:51]3[CH2:56][CH2:55][N:54]([C:30]([NH:1][C@@H:2]4[CH2:8][CH2:7][C@@H:6]([C:9]5[CH:10]=[CH:11][CH:12]=[CH:13][CH:14]=5)[CH2:5][N:4]([CH2:15][CH2:16][O:17][CH3:18])[C:3]4=[O:19])=[O:31])[CH2:53][CH2:52]3)[C:45]=2[CH:44]=[CH:43][CH:42]=1. (5) Given the reactants [C:1]([C:4]1[C:9]2[NH:10][C:11](=[O:13])[O:12][C:8]=2[CH:7]=[CH:6][CH:5]=1)(=[O:3])[CH3:2].CI.[K].[CH3:17]C(C)([O-])C, predict the reaction product. The product is: [C:1]([C:4]1[C:9]2[N:10]([CH3:17])[C:11](=[O:13])[O:12][C:8]=2[CH:7]=[CH:6][CH:5]=1)(=[O:3])[CH3:2]. (6) Given the reactants Cl[CH2:2][CH2:3][CH2:4][S:5]([N:8]1[CH2:13][CH2:12][CH:11]([C:14]2[C:22]3[C:17](=[C:18]([C:29]([NH2:31])=[O:30])[CH:19]=[C:20]([C:23]4[CH:28]=[CH:27][CH:26]=[CH:25][CH:24]=4)[CH:21]=3)[NH:16][CH:15]=2)[CH2:10][CH2:9]1)(=[O:7])=[O:6].[OH:32][C:33]1[CH:38]=[CH:37][C:36]([NH:39][C:40](=[O:42])[CH3:41])=[CH:35][CH:34]=1.C([O-])([O-])=O.[K+].[K+], predict the reaction product. The product is: [C:40]([NH:39][C:36]1[CH:37]=[CH:38][C:33]([O:32][CH2:2][CH2:3][CH2:4][S:5]([N:8]2[CH2:13][CH2:12][CH:11]([C:14]3[C:22]4[C:17](=[C:18]([C:29]([NH2:31])=[O:30])[CH:19]=[C:20]([C:23]5[CH:28]=[CH:27][CH:26]=[CH:25][CH:24]=5)[CH:21]=4)[NH:16][CH:15]=3)[CH2:10][CH2:9]2)(=[O:7])=[O:6])=[CH:34][CH:35]=1)(=[O:42])[CH3:41]. (7) The product is: [NH2:59][C:27]1[CH:32]=[C:31]([O:33][C:34]2[CH:39]=[CH:38][C:37]([NH:40][C:41]3[CH:46]=[C:45]([C:47]4[CH:52]=[CH:51][CH:50]=[CH:49][CH:48]=4)[N:44]=[C:43]([NH2:53])[N:42]=3)=[CH:36][CH:35]=2)[CH:30]=[CH:29][N:28]=1. Given the reactants C1(P(C2CCCCC2)C2C=CC=CC=2C2C=CC=CC=2)CCCCC1.Cl[C:27]1[CH:32]=[C:31]([O:33][C:34]2[CH:39]=[CH:38][C:37]([NH:40][C:41]3[CH:46]=[C:45]([C:47]4[CH:52]=[CH:51][CH:50]=[CH:49][CH:48]=4)[N:44]=[C:43]([NH2:53])[N:42]=3)=[CH:36][CH:35]=2)[CH:30]=[CH:29][N:28]=1.[Li+].C[Si]([N-:59][Si](C)(C)C)(C)C.Cl.[OH-].[Na+], predict the reaction product.